Predict the reactants needed to synthesize the given product. From a dataset of Full USPTO retrosynthesis dataset with 1.9M reactions from patents (1976-2016). (1) Given the product [N:42]1[CH:47]=[CH:46][CH:45]=[CH:44][C:43]=1[CH2:48][CH2:49][C:50]1[CH:51]=[CH:52][C:53]([NH:56][C:15]([C:10]2[C:9]([C:6]3[CH:5]=[CH:4][C:3]([C:2]([F:1])([F:19])[F:18])=[CH:8][CH:7]=3)=[CH:14][CH:13]=[CH:12][CH:11]=2)=[O:17])=[CH:54][CH:55]=1, predict the reactants needed to synthesize it. The reactants are: [F:1][C:2]([F:19])([F:18])[C:3]1[CH:8]=[CH:7][C:6]([C:9]2[C:10]([C:15]([OH:17])=O)=[CH:11][CH:12]=[CH:13][CH:14]=2)=[CH:5][CH:4]=1.C1C=CC2N(O)N=NC=2C=1.CCN=C=NCCCN(C)C.Cl.[N:42]1[CH:47]=[CH:46][CH:45]=[CH:44][C:43]=1[CH2:48][CH2:49][C:50]1[CH:55]=[CH:54][C:53]([NH2:56])=[CH:52][CH:51]=1. (2) Given the product [O:36]=[S:2]1(=[O:1])[CH2:7][CH2:6][N:5]([CH2:8][C:9]2[CH:10]=[CH:11][C:12]([NH:15][C:16]([C:18]3[CH:23]=[CH:22][C:21]([C:24]4[CH:29]=[C:28]([NH:30][C:47]([CH:44]5[CH2:46][CH2:45]5)=[O:48])[CH:27]=[CH:26][C:25]=4[O:31][C:32]([F:35])([F:33])[F:34])=[CH:20][CH:19]=3)=[O:17])=[CH:13][CH:14]=2)[CH2:4][CH2:3]1, predict the reactants needed to synthesize it. The reactants are: [O:1]=[S:2]1(=[O:36])[CH2:7][CH2:6][N:5]([CH2:8][C:9]2[CH:14]=[CH:13][C:12]([NH:15][C:16]([C:18]3[CH:23]=[CH:22][C:21]([C:24]4[CH:29]=[C:28]([NH2:30])[CH:27]=[CH:26][C:25]=4[O:31][C:32]([F:35])([F:34])[F:33])=[CH:20][CH:19]=3)=[O:17])=[CH:11][CH:10]=2)[CH2:4][CH2:3]1.CN1CCOCC1.[CH:44]1([C:47](Cl)=[O:48])[CH2:46][CH2:45]1. (3) Given the product [C:26]([O:12][C:11]([C:7]1[CH:6]=[C:5]2[C:10](=[CH:9][CH:8]=1)[N:1]=[CH:2][CH:3]=[CH:4]2)=[O:13])([CH3:29])([CH3:28])[CH3:27], predict the reactants needed to synthesize it. The reactants are: [N:1]1[C:10]2[C:5](=[CH:6][C:7]([C:11]([OH:13])=[O:12])=[CH:8][CH:9]=2)[CH:4]=[CH:3][CH:2]=1.C(N1C=CN=C1)(N1C=CN=C1)=O.[C:26](O)([CH3:29])([CH3:28])[CH3:27].N12CCCN=C1CCCCC2. (4) Given the product [Br:1][C:2]1[CH:3]=[C:4]([NH:9][C:10](=[O:12])[CH3:11])[C:5]([CH3:8])=[N:6][CH:7]=1, predict the reactants needed to synthesize it. The reactants are: [Br:1][C:2]1[CH:3]=[C:4]([NH2:9])[C:5]([CH3:8])=[N:6][CH:7]=1.[C:10](OC(=O)C)(=[O:12])[CH3:11]. (5) Given the product [N:1]1[C:5]2[CH:6]=[CH:7][CH:8]=[C:9]([C:10]([Cl:15])=[O:12])[C:4]=2[NH:3][CH:2]=1, predict the reactants needed to synthesize it. The reactants are: [N:1]1[C:5]2[CH:6]=[CH:7][CH:8]=[C:9]([C:10]([OH:12])=O)[C:4]=2[NH:3][CH:2]=1.S(Cl)([Cl:15])=O. (6) The reactants are: [C:1]12([C:11]3[CH:12]=[C:13]([C:18]4[CH:19]=[C:20]5[C:25](=[CH:26][CH:27]=4)[C:24]([C:28]([O:30][CH3:31])=[O:29])=[CH:23][CH:22]=[CH:21]5)[CH:14]=[CH:15][C:16]=3[OH:17])[CH2:10][CH:5]3[CH2:6][CH:7]([CH2:9][CH:3]([CH2:4]3)[CH2:2]1)[CH2:8]2.[H-].[Na+].[CH3:34]I.O. Given the product [C:1]12([C:11]3[CH:12]=[C:13]([C:18]4[CH:19]=[C:20]5[C:25](=[CH:26][CH:27]=4)[C:24]([C:28]([O:30][CH3:31])=[O:29])=[CH:23][CH:22]=[CH:21]5)[CH:14]=[CH:15][C:16]=3[O:17][CH3:34])[CH2:8][CH:7]3[CH2:9][CH:3]([CH2:4][CH:5]([CH2:6]3)[CH2:10]1)[CH2:2]2, predict the reactants needed to synthesize it. (7) Given the product [C:1]([C:5]1[CH:6]=[CH:7][C:8]([N:11]2[C:15](=[O:16])[C:14](=[C:17]([NH:19][NH:20][C:21]([N:23]3[CH2:24][CH2:25][CH:26]([C:29]([OH:31])=[O:30])[CH2:27][CH2:28]3)=[S:22])[CH3:18])[C:13]([CH3:33])=[N:12]2)=[CH:9][CH:10]=1)([CH3:2])([CH3:3])[CH3:4], predict the reactants needed to synthesize it. The reactants are: [C:1]([C:5]1[CH:10]=[CH:9][C:8]([N:11]2[C:15](=[O:16])[C:14](=[C:17]([NH:19][NH:20][C:21]([N:23]3[CH2:28][CH2:27][CH:26]([C:29]([O:31]C)=[O:30])[CH2:25][CH2:24]3)=[S:22])[CH3:18])[C:13]([CH3:33])=[N:12]2)=[CH:7][CH:6]=1)([CH3:4])([CH3:3])[CH3:2].[OH-].[Na+].Cl.O.